Dataset: Reaction yield outcomes from USPTO patents with 853,638 reactions. Task: Predict the reaction yield, written as a fraction of the theoretical maximum amount of product (1.0 means a 100% yield; for example, 0.34 means a 34% yield). No catalyst specified. The reactants are F[C:2]1[CH:11]=[C:10]2[C:5]([CH:6]=[CH:7][NH:8][C:9]2=[O:12])=[CH:4][C:3]=1[O:13][CH3:14].CS(O)(=O)=O.[CH3:20][OH:21]. The yield is 0.488. The product is [CH3:20][O:21][C:6]1[C:5]2[C:10](=[CH:11][CH:2]=[C:3]([O:13][CH3:14])[CH:4]=2)[C:9](=[O:12])[NH:8][CH:7]=1.